This data is from Catalyst prediction with 721,799 reactions and 888 catalyst types from USPTO. The task is: Predict which catalyst facilitates the given reaction. (1) Product: [C:1]([O:5][C:6]([N:8]1[CH2:12][CH2:11][C@H:10]([F:30])[C@H:9]1[C:14]([O:16][CH2:17][C:18]1[CH:23]=[CH:22][CH:21]=[CH:20][CH:19]=1)=[O:15])=[O:7])([CH3:4])([CH3:3])[CH3:2]. The catalyst class is: 2. Reactant: [C:1]([O:5][C:6]([N:8]1[CH2:12][CH2:11][C@@H:10](O)[C@H:9]1[C:14]([O:16][CH2:17][C:18]1[CH:23]=[CH:22][CH:21]=[CH:20][CH:19]=1)=[O:15])=[O:7])([CH3:4])([CH3:3])[CH3:2].CCN(S(F)(F)[F:30])CC. (2) Reactant: [Cl:1][C:2]1[N:7]=[N:6][C:5]([C:8]([OH:10])=O)=[CH:4][CH:3]=1.C(N(C(C)C)CC)(C)C.O.ON1C2C=CC=CC=2N=N1.[F:31][C:32]1[CH:33]=[C:34]([CH:38]=[CH:39][CH:40]=1)[CH2:35][CH2:36][NH2:37]. Product: [F:31][C:32]1[CH:33]=[C:34]([CH2:35][CH2:36][NH:37][C:8]([C:5]2[N:6]=[N:7][C:2]([Cl:1])=[CH:3][CH:4]=2)=[O:10])[CH:38]=[CH:39][CH:40]=1. The catalyst class is: 4. (3) Reactant: Br.Br[CH:3]([C:9](=O)[C:10]1[CH:15]=[CH:14][N:13]=[CH:12][CH:11]=1)[C:4]([O:6][CH2:7][CH3:8])=[O:5].[CH2:17]1[C:25]2[C:20](=[CH:21][C:22]([NH:26][C:27]([NH2:29])=[S:28])=[CH:23][CH:24]=2)[CH2:19][CH2:18]1.N. Product: [CH2:17]1[C:25]2[C:20](=[CH:21][C:22]([NH:26][C:27]3[S:28][C:3]([C:4]([O:6][CH2:7][CH3:8])=[O:5])=[C:9]([C:10]4[CH:15]=[CH:14][N:13]=[CH:12][CH:11]=4)[N:29]=3)=[CH:23][CH:24]=2)[CH2:19][CH2:18]1. The catalyst class is: 88. (4) Reactant: [CH:1]1([C:4]2[CH:8]=[C:7]([NH:9][C:10]3[C:11]4[CH2:27][CH2:26][CH2:25][C:12]=4[N:13]=[C:14]([N:16]4[CH2:20][CH:19]([OH:21])[CH2:18][CH:17]4[C:22](O)=[O:23])[N:15]=3)[NH:6][N:5]=2)[CH2:3][CH2:2]1.[F:28][C:29]1[N:34]=[CH:33][C:32]([NH2:35])=[CH:31][CH:30]=1.CN(C(ON1N=NC2C=CC=NC1=2)=[N+](C)C)C.F[P-](F)(F)(F)(F)F.CCN(C(C)C)C(C)C. Product: [CH:1]1([C:4]2[NH:5][N:6]=[C:7]([NH:9][C:10]3[C:11]4[CH2:27][CH2:26][CH2:25][C:12]=4[N:13]=[C:14]([N:16]4[CH2:20][C@H:19]([OH:21])[CH2:18][C@H:17]4[C:22]([NH:35][C:32]4[CH:33]=[N:34][C:29]([F:28])=[CH:30][CH:31]=4)=[O:23])[N:15]=3)[CH:8]=2)[CH2:2][CH2:3]1. The catalyst class is: 31. (5) Reactant: [C:1]1([CH2:7][CH:8]=O)[CH:6]=[CH:5][CH:4]=[CH:3][CH:2]=1.Cl.[NH2:11][OH:12].N1C=CC=CC=1. Product: [C:1]1([CH2:7][CH:8]=[N:11][OH:12])[CH:6]=[CH:5][CH:4]=[CH:3][CH:2]=1. The catalyst class is: 14. (6) Reactant: [C:1]([O:5][C:6]([N:8]1[C:16]2[C:11](=[CH:12][C:13]([O:17][Si:18]([C:21]([CH3:24])([CH3:23])[CH3:22])([CH3:20])[CH3:19])=[CH:14][CH:15]=2)[CH:10]=[C:9]1B(O)O)=[O:7])([CH3:4])([CH3:3])[CH3:2].[Cl:28][C:29]1[C:38](I)=[CH:37][C:36]2[C:31](=[CH:32][CH:33]=[CH:34][CH:35]=2)[N:30]=1.P([O-])([O-])([O-])=O.[K+].[K+].[K+]. Product: [Si:18]([O:17][C:13]1[CH:12]=[C:11]2[C:16](=[CH:15][CH:14]=1)[N:8]([C:6]([O:5][C:1]([CH3:4])([CH3:3])[CH3:2])=[O:7])[C:9]([C:38]1[C:29]([Cl:28])=[N:30][C:31]3[C:36]([CH:37]=1)=[CH:35][CH:34]=[CH:33][CH:32]=3)=[CH:10]2)([C:21]([CH3:24])([CH3:23])[CH3:22])([CH3:20])[CH3:19]. The catalyst class is: 77. (7) Reactant: [OH:1][C:2]1([CH2:15][O:16][C:17]2[CH:18]=[CH:19][CH:20]=[C:21]3[C:26]=2[N:25]=[C:24]([C:27]2[N:31]4[CH:32]=[CH:33][C:34]([CH3:36])=[CH:35][C:30]4=[N:29][N:28]=2)[CH:23]=[CH:22]3)[CH2:7][CH2:6][N:5]([C:8]([O:10][C:11]([CH3:14])([CH3:13])[CH3:12])=[O:9])[CH2:4][CH2:3]1.[H-].[Na+].I[CH3:40]. Product: [CH3:40][O:1][C:2]1([CH2:15][O:16][C:17]2[CH:18]=[CH:19][CH:20]=[C:21]3[C:26]=2[N:25]=[C:24]([C:27]2[N:31]4[CH:32]=[CH:33][C:34]([CH3:36])=[CH:35][C:30]4=[N:29][N:28]=2)[CH:23]=[CH:22]3)[CH2:7][CH2:6][N:5]([C:8]([O:10][C:11]([CH3:13])([CH3:12])[CH3:14])=[O:9])[CH2:4][CH2:3]1. The catalyst class is: 9. (8) Reactant: [CH2:1]1[CH:6]2[CH2:7][C:8]3([C:10]([OH:12])=O)[CH2:9][CH:2]1[CH2:3][CH:4]3[CH2:5]2.[S:13]1[CH:17]=[CH:16][CH:15]=[C:14]1[CH2:18][NH2:19].C(N(CC)CC)C.CCN=C=NCCCN(C)C. Product: [S:13]1[CH:17]=[CH:16][CH:15]=[C:14]1[CH2:18][NH:19][C:10]([C:8]12[CH2:7][CH:6]3[CH2:1][CH:2]([CH2:3][CH:4]1[CH2:5]3)[CH2:9]2)=[O:12]. The catalyst class is: 64.